This data is from Reaction yield outcomes from USPTO patents with 853,638 reactions. The task is: Predict the reaction yield, written as a fraction of the theoretical maximum amount of product (1.0 means a 100% yield; for example, 0.34 means a 34% yield). (1) The reactants are [F:1][C:2]1[CH:7]=[CH:6][C:5]([C:8]2[C:9](=[O:33])[N:10]3[CH2:25][CH:24]([O:26]C(=O)C(C)(C)C)[CH2:23][N:11]3[C:12]=2[C:13]2[CH:18]=[CH:17][N:16]=[C:15](S(C)(=O)=O)[N:14]=2)=[CH:4][CH:3]=1.[C:34]1([O-:40])[CH:39]=[CH:38][CH:37]=[CH:36][CH:35]=1.[Na+]. The catalyst is C1COCC1. The product is [F:1][C:2]1[CH:7]=[CH:6][C:5]([C:8]2[C:9](=[O:33])[N:10]3[CH2:25][CH:24]([OH:26])[CH2:23][N:11]3[C:12]=2[C:13]2[CH:18]=[CH:17][N:16]=[C:15]([O:40][C:34]3[CH:39]=[CH:38][CH:37]=[CH:36][CH:35]=3)[N:14]=2)=[CH:4][CH:3]=1. The yield is 0.210. (2) The reactants are OS(O)(=O)=O.[Br:6][C:7]1[CH:15]=[C:11]([C:12](O)=[O:13])[C:10]([OH:16])=[CH:9][CH:8]=1.[NH3:17]. The yield is 0.820. The product is [Br:6][C:7]1[CH:8]=[CH:9][C:10]([OH:16])=[C:11]([CH:15]=1)[C:12]([NH2:17])=[O:13]. The catalyst is C(O)CCC.CO. (3) The reactants are [Cl:1][C:2]1[CH:11]=[C:10]2[C:5]([CH2:6][CH:7]([C:17]([O:19]C)=[O:18])[N:8](C(OCC)=O)[CH2:9]2)=[CH:4][CH:3]=1. The catalyst is Cl. The product is [ClH:1].[Cl:1][C:2]1[CH:11]=[C:10]2[C:5]([CH2:6][CH:7]([C:17]([OH:19])=[O:18])[NH:8][CH2:9]2)=[CH:4][CH:3]=1. The yield is 0.940. (4) The reactants are [OH-:1].[K+].O.[CH2:4]([C:6]([C:25]1[CH:38]=[CH:37][C:28]([O:29][CH2:30][C@@H:31]2[O:35][C:34](=[O:36])[CH2:33][CH2:32]2)=[C:27]([CH3:39])[CH:26]=1)([C:9]1[CH:14]=[CH:13][C:12]([C:15]2[O:16][C:17]([C:20]([OH:23])([CH3:22])[CH3:21])=[CH:18][CH:19]=2)=[C:11]([CH3:24])[CH:10]=1)[CH2:7][CH3:8])[CH3:5]. The catalyst is CO. The yield is 0.310. The product is [CH2:4]([C:6]([C:25]1[CH:38]=[CH:37][C:28]([O:29][CH2:30][C@H:31]([OH:35])[CH2:32][CH2:33][C:34]([OH:36])=[O:1])=[C:27]([CH3:39])[CH:26]=1)([C:9]1[CH:14]=[CH:13][C:12]([C:15]2[O:16][C:17]([C:20]([OH:23])([CH3:22])[CH3:21])=[CH:18][CH:19]=2)=[C:11]([CH3:24])[CH:10]=1)[CH2:7][CH3:8])[CH3:5]. (5) The reactants are [CH3:1][CH2:2][Mg+].[Br-].CON(C)[C:8]([C:10]1[CH:11]=[CH:12][C:13]2[O:17][CH:16]=[N:15][C:14]=2[CH:18]=1)=[O:9]. The catalyst is C1COCC1. The product is [O:17]1[C:13]2[CH:12]=[CH:11][C:10]([C:8](=[O:9])[CH2:2][CH3:1])=[CH:18][C:14]=2[N:15]=[CH:16]1. The yield is 0.120. (6) The reactants are C([O:4][C:5]1[CH:14]=[C:13]2[C:8]([CH:9]([C:27]3[CH:28]=[N:29][CH:30]=[CH:31][CH:32]=3)[C:10]([C:22]([O:24][CH2:25][CH3:26])=[O:23])=[C:11]([N:15](C(=O)C)[C:16](=[O:18])[CH3:17])[O:12]2)=[CH:7][CH:6]=1)(=O)C.O.NN. The yield is 0.590. The product is [C:16]([NH:15][C:11]1[O:12][C:13]2[C:8]([CH:9]([C:27]3[CH:28]=[N:29][CH:30]=[CH:31][CH:32]=3)[C:10]=1[C:22]([O:24][CH2:25][CH3:26])=[O:23])=[CH:7][CH:6]=[C:5]([OH:4])[CH:14]=2)(=[O:18])[CH3:17]. The catalyst is C(O)C.C(OCC)(=O)C. (7) The reactants are COC1C=CC(C[N:8]2[C:12]3=[N:13][CH:14]=[CH:15][C:16]([O:17][C:18]4[CH:23]=[CH:22][C:21]([NH:24][C:25]([C:27]5[C:28](=[O:40])[N:29]([C:33]6[CH:38]=[CH:37][C:36]([F:39])=[CH:35][CH:34]=6)[N:30]=[CH:31][CH:32]=5)=[O:26])=[CH:20][C:19]=4[F:41])=[C:11]3[C:10]([NH:42][CH:43]3[CH2:47][CH2:46][NH:45][CH2:44]3)=[N:9]2)=CC=1.C(O)(C(F)(F)F)=O. No catalyst specified. The product is [F:41][C:19]1[CH:20]=[C:21]([NH:24][C:25]([C:27]2[C:28](=[O:40])[N:29]([C:33]3[CH:34]=[CH:35][C:36]([F:39])=[CH:37][CH:38]=3)[N:30]=[CH:31][CH:32]=2)=[O:26])[CH:22]=[CH:23][C:18]=1[O:17][C:16]1[CH:15]=[CH:14][N:13]=[C:12]2[NH:8][N:9]=[C:10]([NH:42][CH:43]3[CH2:47][CH2:46][NH:45][CH2:44]3)[C:11]=12. The yield is 0.0568. (8) The reactants are [Cl:1][C:2]1[C:11]2[C:6](=[CH:7][CH:8]=[CH:9][CH:10]=2)[N:5]=[C:4]([C:12]2[C:17]([O:18]C)=[CH:16][CH:15]=[CH:14][C:13]=2[Cl:20])[N:3]=1.B(Br)(Br)Br. The catalyst is C(Cl)Cl. The product is [Cl:20][C:13]1[C:12]([C:4]2[N:3]=[C:2]([Cl:1])[C:11]3[C:6](=[CH:7][CH:8]=[CH:9][CH:10]=3)[N:5]=2)=[C:17]([OH:18])[CH:16]=[CH:15][CH:14]=1. The yield is 0.600.